From a dataset of Full USPTO retrosynthesis dataset with 1.9M reactions from patents (1976-2016). Predict the reactants needed to synthesize the given product. Given the product [CH:31]1([S:10][C:7]2[CH:8]=[CH:9][C:4]([N+:1]([O-:3])=[O:2])=[CH:5][CH:6]=2)[CH2:35][CH2:34][CH2:33][CH2:32]1, predict the reactants needed to synthesize it. The reactants are: [N+:1]([C:4]1[CH:9]=[CH:8][C:7]([SH:10])=[CH:6][CH:5]=1)([O-:3])=[O:2].C(=O)([O-])[O-].[K+].[K+].C(P(CCCC)CCCC)CCC.Br[CH:31]1[CH2:35][CH2:34][CH2:33][CH2:32]1.